From a dataset of Forward reaction prediction with 1.9M reactions from USPTO patents (1976-2016). Predict the product of the given reaction. (1) Given the reactants [C:1]([C:3]1[C:8]([CH:9]2[CH2:11][CH2:10]2)=[CH:7][C:6](=[O:12])[NH:5][C:4]=1[S:13][CH2:14][C:15]([NH2:17])=[O:16])#[N:2].C1C=CC(N([S:25]([C:28]([F:31])([F:30])[F:29])(=[O:27])=[O:26])[S:25]([C:28]([F:31])([F:30])[F:29])(=[O:27])=[O:26])=CC=1.C(N(C(C)C)CC)(C)C, predict the reaction product. The product is: [C:15]([CH2:14][S:13][C:4]1[N:5]=[C:6]([O:12][S:25]([C:28]([F:31])([F:30])[F:29])(=[O:27])=[O:26])[CH:7]=[C:8]([CH:9]2[CH2:10][CH2:11]2)[C:3]=1[C:1]#[N:2])(=[O:16])[NH2:17]. (2) Given the reactants [CH3:1][O:2][CH2:3][CH2:4][NH:5][C:6]1[S:7][C:8]([C:17]([OH:19])=O)=[C:9]([C:11]2[CH:16]=[CH:15][CH:14]=[CH:13][CH:12]=2)[N:10]=1.[CH3:20][O:21][C:22]1[CH:23]=[C:24]([N:30]2[CH2:35][CH2:34][NH:33][CH2:32][CH2:31]2)[CH:25]=[C:26]([O:28][CH3:29])[CH:27]=1.Cl.CN(C)CCCN=C=NCC.O.ON1C2C=CC=CC=2N=N1, predict the reaction product. The product is: [CH3:20][O:21][C:22]1[CH:23]=[C:24]([N:30]2[CH2:31][CH2:32][N:33]([C:17]([C:8]3[S:7][C:6]([NH:5][CH2:4][CH2:3][O:2][CH3:1])=[N:10][C:9]=3[C:11]3[CH:12]=[CH:13][CH:14]=[CH:15][CH:16]=3)=[O:19])[CH2:34][CH2:35]2)[CH:25]=[C:26]([O:28][CH3:29])[CH:27]=1.